This data is from Full USPTO retrosynthesis dataset with 1.9M reactions from patents (1976-2016). The task is: Predict the reactants needed to synthesize the given product. (1) Given the product [NH2:30][C@H:27]1[CH2:28][CH2:29][C@H:24]([NH:31][C:5]2[CH:4]=[C:3]([C:9]3[CH:14]=[CH:13][CH:12]=[C:11]([NH:15][CH2:16][C:17]4[CH:22]=[CH:21][CH:20]=[C:19]([F:23])[CH:18]=4)[N:10]=3)[C:2]([Cl:1])=[CH:7][N:6]=2)[CH2:25][CH2:26]1, predict the reactants needed to synthesize it. The reactants are: [Cl:1][C:2]1[C:3]([C:9]2[CH:14]=[CH:13][CH:12]=[C:11]([NH:15][CH2:16][C:17]3[CH:22]=[CH:21][CH:20]=[C:19]([F:23])[CH:18]=3)[N:10]=2)=[CH:4][C:5](F)=[N:6][CH:7]=1.[C@H:24]1([NH2:31])[CH2:29][CH2:28][C@H:27]([NH2:30])[CH2:26][CH2:25]1.C(#N)C.O. (2) Given the product [NH2:1][C:4]1[CH:5]=[C:6]([N:10]2[CH2:13][CH2:12][C:11]2=[O:14])[CH:7]=[CH:8][CH:9]=1, predict the reactants needed to synthesize it. The reactants are: [N+:1]([C:4]1[CH:5]=[C:6]([N:10]2[CH2:13][CH2:12][C:11]2=[O:14])[CH:7]=[CH:8][CH:9]=1)([O-])=O.C([O-])=O.[NH4+].